From a dataset of Reaction yield outcomes from USPTO patents with 853,638 reactions. Predict the reaction yield, written as a fraction of the theoretical maximum amount of product (1.0 means a 100% yield; for example, 0.34 means a 34% yield). (1) The reactants are Br[C:2]1[N:6]2[CH2:7][C:8]3([C:15]4[CH:20]=[CH:19][C:18]([O:21][CH3:22])=[CH:17][CH:16]=4)[NH:14][CH2:13][CH2:12][N:9]3[C:10](=[O:11])[C:5]2=[CH:4][CH:3]=1.[CH3:23][N:24](C=O)C. The catalyst is [C-]#N.[Zn+2].[C-]#N. The product is [CH3:22][O:21][C:18]1[CH:19]=[CH:20][C:15]([C:8]23[NH:14][CH2:13][CH2:12][N:9]2[C:10](=[O:11])[C:5]2[N:6]([C:2]([C:23]#[N:24])=[CH:3][CH:4]=2)[CH2:7]3)=[CH:16][CH:17]=1. The yield is 0.710. (2) The catalyst is C1COCC1.[CH2-]C1C=CC=CC=1.C1C=CC(P(C2C=CC=CC=2)C2C=CC=CC=2)=CC=1.C1C=CC(P(C2C=CC=CC=2)C2C=CC=CC=2)=CC=1.Cl[Pd+]. The reactants are [Br-].[CH2:2]([O:4][C:5](=[O:10])[CH2:6][CH2:7][CH2:8][Zn+])[CH3:3].Cl[C:12]1[N:17]=[C:16]([Cl:18])[CH:15]=[C:14]([N:19]2[CH2:24][CH2:23][O:22][CH2:21][CH2:20]2)[N:13]=1. The yield is 0.330. The product is [Cl:18][C:16]1[CH:15]=[C:14]([N:19]2[CH2:24][CH2:23][O:22][CH2:21][CH2:20]2)[N:13]=[C:12]([CH2:8][CH2:7][CH2:6][C:5]([O:4][CH2:2][CH3:3])=[O:10])[N:17]=1. (3) The reactants are [NH2:1][CH2:2][C@@H:3]([OH:20])[C@@H:4]([NH:12][C:13](=[O:19])[O:14][C:15]([CH3:18])([CH3:17])[CH3:16])[CH2:5][C:6]1[CH:11]=[CH:10][CH:9]=[CH:8][CH:7]=1.[OH:21][C:22]([C:25]1[CH:26]=[C:27]([CH:30]=[CH:31][CH:32]=1)[CH:28]=O)([CH3:24])[CH3:23].[BH-](OC(C)=O)(OC(C)=O)OC(C)=O.[Na+]. The catalyst is C1COCC1.CCOC(C)=O. The product is [OH:20][C@H:3]([CH2:2][NH:1][CH2:28][C:27]1[CH:30]=[CH:31][CH:32]=[C:25]([C:22]([OH:21])([CH3:23])[CH3:24])[CH:26]=1)[C@@H:4]([NH:12][C:13](=[O:19])[O:14][C:15]([CH3:17])([CH3:16])[CH3:18])[CH2:5][C:6]1[CH:11]=[CH:10][CH:9]=[CH:8][CH:7]=1. The yield is 0.650. (4) The product is [OH:1][CH:2]([C:6]1[CH:7]=[CH:8][C:9]([C:12]2[N:16]=[C:15]([C:17]3[O:21][N:20]=[C:19]([C:22]4[CH:27]=[CH:26][CH:25]=[CH:24][CH:23]=4)[C:18]=3[C:28]([F:31])([F:29])[F:30])[O:14][N:13]=2)=[CH:10][CH:11]=1)[C:3]([NH:33][C@H:34]1[CH2:38][CH2:37][O:36][CH2:35]1)=[O:4]. The catalyst is CN(C=O)C. The yield is 0.371. The reactants are [OH:1][CH:2]([C:6]1[CH:11]=[CH:10][C:9]([C:12]2[N:16]=[C:15]([C:17]3[O:21][N:20]=[C:19]([C:22]4[CH:27]=[CH:26][CH:25]=[CH:24][CH:23]=4)[C:18]=3[C:28]([F:31])([F:30])[F:29])[O:14][N:13]=2)=[CH:8][CH:7]=1)[C:3](O)=[O:4].C[N:33]1[CH2:38][CH2:37][O:36][CH2:35][CH2:34]1.Cl.O1CC[C@H](N)C1.F[P-](F)(F)(F)(F)F.N1(O[P+](N(C)C)(N(C)C)N(C)C)C2C=CC=CC=2N=N1. (5) The catalyst is [CH-]=O.[CH-]=O.[C-]#[O+].[C-]#[O+].[C-]#[O+].[C-]#[O+].[C-]#[O+].[C-]#[O+].[Co].[Co+2]. The reactants are [CH:1]([Si:3]([Cl:6])([Cl:5])[Cl:4])=[CH2:2].[Cl:7][SiH2:8][Cl:9]. The yield is 0.930. The product is [Cl:4][Si:3]([Cl:6])([Cl:5])[CH2:1][CH2:2][SiH:8]([Cl:9])[Cl:7]. (6) The reactants are [Cl:1][C:2]1[CH:23]=[CH:22][C:5]([CH2:6][C:7]2[N:8]=[C:9]([C:15]3[CH:20]=[CH:19][N:18]=[C:17]([Cl:21])[CH:16]=3)[S:10][C:11]=2[C:12](O)=[O:13])=[CH:4][CH:3]=1.CC[N:26]=C=NCCCN(C)C.O.ON1C2C=CC=CC=2N=N1.[OH-].[NH4+]. The catalyst is C(Cl)Cl.O. The product is [Cl:1][C:2]1[CH:23]=[CH:22][C:5]([CH2:6][C:7]2[N:8]=[C:9]([C:15]3[CH:20]=[CH:19][N:18]=[C:17]([Cl:21])[CH:16]=3)[S:10][C:11]=2[C:12]([NH2:26])=[O:13])=[CH:4][CH:3]=1. The yield is 0.670.